Dataset: Full USPTO retrosynthesis dataset with 1.9M reactions from patents (1976-2016). Task: Predict the reactants needed to synthesize the given product. Given the product [NH2:17][C:3]1[C:4](=[O:16])[NH:5][C:6](=[S:15])[N:7]([CH2:8][C:9]2[CH:10]=[N:11][CH:12]=[CH:13][CH:14]=2)[C:2]=1[NH2:1], predict the reactants needed to synthesize it. The reactants are: [NH2:1][C:2]1[N:7]([CH2:8][C:9]2[CH:10]=[N:11][CH:12]=[CH:13][CH:14]=2)[C:6](=[S:15])[NH:5][C:4](=[O:16])[CH:3]=1.[N:17]([O-])=O.[Na+].S(S([O-])=O)([O-])=O.[Na+].[Na+].